From a dataset of Catalyst prediction with 721,799 reactions and 888 catalyst types from USPTO. Predict which catalyst facilitates the given reaction. (1) Reactant: [CH3:1][O:2][C:3](=[O:16])[CH:4]([O:6][C:7]1[CH:12]=[CH:11][C:10]([N:13]=[C:14]=[O:15])=[CH:9][CH:8]=1)[CH3:5].[CH2:17]([OH:20])[CH2:18][OH:19]. Product: [CH3:1][O:2][C:3](=[O:16])[CH:4]([O:6][C:7]1[CH:12]=[CH:11][C:10]([NH:13][C:14]([O:19][CH2:18][CH2:17][OH:20])=[O:15])=[CH:9][CH:8]=1)[CH3:5]. The catalyst class is: 6. (2) Reactant: [OH:1][C:2]1[N:6]([C:7]2[CH:12]=[CH:11][CH:10]=[CH:9][CH:8]=2)[N:5]=[C:4]([C:13]([OH:15])=O)[CH:3]=1.Cl.[CH3:17][O:18][C:19](=[O:31])[C@@H:20]([NH2:30])[CH2:21][CH2:22][C:23]([O:25][C:26]([CH3:29])([CH3:28])[CH3:27])=[O:24].C(N(CC)CC)C.CN(C(ON1N=NC2C=CC=NC1=2)=[N+](C)C)C.F[P-](F)(F)(F)(F)F. Product: [CH3:17][O:18][C:19](=[O:31])[C@@H:20]([NH:30][C:13]([C:4]1[CH:3]=[C:2]([OH:1])[N:6]([C:7]2[CH:8]=[CH:9][CH:10]=[CH:11][CH:12]=2)[N:5]=1)=[O:15])[CH2:21][CH2:22][C:23]([O:25][C:26]([CH3:27])([CH3:28])[CH3:29])=[O:24]. The catalyst class is: 34. (3) Reactant: [C:1]([O:5][C:6](=[O:20])[NH:7][C@@H:8]1[C@@H:12]([N:13]2[CH2:18][CH2:17][CH2:16][CH2:15][C:14]2=[O:19])[CH2:11][NH:10][CH2:9]1)([CH3:4])([CH3:3])[CH3:2].[Br:21][C:22]1[CH:23]=[N:24][C:25](Cl)=[N:26][CH:27]=1.C1CCN2C(=NCCC2)CC1. Product: [C:1]([O:5][C:6](=[O:20])[NH:7][C@@H:8]1[C@@H:12]([N:13]2[CH2:18][CH2:17][CH2:16][CH2:15][C:14]2=[O:19])[CH2:11][N:10]([C:25]2[N:26]=[CH:27][C:22]([Br:21])=[CH:23][N:24]=2)[CH2:9]1)([CH3:4])([CH3:2])[CH3:3]. The catalyst class is: 16. (4) Reactant: [Cl:1][C:2]1[CH:7]=[CH:6][C:5]([C:8]2[N:9]([CH2:14][C@H:15]([OH:20])[C:16]([F:19])([F:18])[F:17])[C:10](=[O:13])[NH:11][N:12]=2)=[CH:4][CH:3]=1.C(=O)([O-])[O-].[Cs+].[Cs+].Br[CH2:28][C:29]1[CH:34]=[C:33]([C:35]2[CH:40]=[CH:39][CH:38]=[CH:37][C:36]=2[C:41]([F:44])([F:43])[F:42])[C:32]([C:45]([O:47][CH3:48])=[O:46])=[CH:31][CH:30]=1. Product: [Cl:1][C:2]1[CH:7]=[CH:6][C:5]([C:8]2[N:9]([CH2:14][C@H:15]([OH:20])[C:16]([F:18])([F:19])[F:17])[C:10](=[O:13])[N:11]([CH2:28][C:29]3[CH:34]=[C:33]([C:35]4[CH:40]=[CH:39][CH:38]=[CH:37][C:36]=4[C:41]([F:42])([F:43])[F:44])[C:32]([C:45]([O:47][CH3:48])=[O:46])=[CH:31][CH:30]=3)[N:12]=2)=[CH:4][CH:3]=1. The catalyst class is: 10. (5) Reactant: [Br:1][C:2]1[CH:3]=[C:4]2[N:9]([CH:10]=1)[NH:8][C:7](=[S:11])[NH:6][C:5]2=[O:12].[CH3:13]I. Product: [Br:1][C:2]1[CH:3]=[C:4]2[N:9]([CH:10]=1)[N:8]=[C:7]([S:11][CH3:13])[NH:6][C:5]2=[O:12]. The catalyst class is: 7. (6) Product: [Cl:21][C:15]1[C:14]([CH3:22])=[C:13]([NH:12][S:11]([N:6]2[CH2:7][C@@H:8]([OH:10])[CH2:9][C@H:5]2[C:3]([OH:4])=[O:2])(=[O:23])=[O:24])[CH:18]=[CH:17][C:16]=1[C:19]#[N:20]. Reactant: C[O:2][C:3]([C@@H:5]1[CH2:9][C@H:8]([OH:10])[CH2:7][N:6]1[S:11](=[O:24])(=[O:23])[NH:12][C:13]1[CH:18]=[CH:17][C:16]([C:19]#[N:20])=[C:15]([Cl:21])[C:14]=1[CH3:22])=[O:4].Cl. The catalyst class is: 74.